From a dataset of Forward reaction prediction with 1.9M reactions from USPTO patents (1976-2016). Predict the product of the given reaction. (1) Given the reactants [CH3:1][C:2]1[CH:7]=[C:6]([CH3:8])OC(=O)[CH:3]=1.Cl[C:11]1[C:12]([O:14][C:15](=[O:17])[CH:16]=1)=[O:13], predict the reaction product. The product is: [CH3:8][C:6]1[CH:7]=[C:2]([CH3:3])[CH:1]=[C:11]2[C:12]([O:14][C:15](=[O:17])[C:16]=12)=[O:13]. (2) The product is: [F:37][C:36]([F:39])([F:38])[S:33]([O:14][C:11]1[CH:10]([CH3:15])[CH2:9][N:8]([CH2:1][C:2]2[CH:3]=[CH:4][CH:5]=[CH:6][CH:7]=2)[CH2:13][CH:12]=1)(=[O:35])=[O:34]. Given the reactants [CH2:1]([N:8]1[CH2:13][CH2:12][C:11](=[O:14])[CH:10]([CH3:15])[CH2:9]1)[C:2]1[CH:7]=[CH:6][CH:5]=[CH:4][CH:3]=1.C[Si]([N-][Si](C)(C)C)(C)C.[Na+].C1C=CC(N([S:33]([C:36]([F:39])([F:38])[F:37])(=[O:35])=[O:34])[S:33]([C:36]([F:39])([F:38])[F:37])(=[O:35])=[O:34])=CC=1, predict the reaction product. (3) Given the reactants Cl[C:2]1[N:7]=[CH:6][CH:5]=[CH:4][N:3]=1.C(NC(C)C)(C)C.[CH:15]([OH:18])([CH3:17])[CH3:16], predict the reaction product. The product is: [CH:15]([O:18][C:2]1[N:7]=[CH:6][CH:5]=[CH:4][N:3]=1)([CH3:17])[CH3:16].